Dataset: Forward reaction prediction with 1.9M reactions from USPTO patents (1976-2016). Task: Predict the product of the given reaction. (1) Given the reactants [C:1]([C:3]1[CH:8]=[CH:7][C:6]([CH:9](O)[CH:10]=[CH2:11])=[CH:5][CH:4]=1)#[N:2].O=S(Cl)[Cl:15], predict the reaction product. The product is: [C:1]([C:3]1[CH:8]=[CH:7][C:6]([CH:9]=[CH:10][CH2:11][Cl:15])=[CH:5][CH:4]=1)#[N:2]. (2) Given the reactants [C:1]([O:5][C:6]([C@H:8]([CH2:13][C:14]1[CH2:15][CH2:16][O:17][CH2:18][CH:19]=1)[C:9]([O:11][CH3:12])=[O:10])=[O:7])([CH3:4])([CH3:3])[CH3:2].[H][H], predict the reaction product. The product is: [C:1]([O:5][C:6]([C@H:8]([CH2:13][CH:14]1[CH2:15][CH2:16][O:17][CH2:18][CH2:19]1)[C:9]([O:11][CH3:12])=[O:10])=[O:7])([CH3:4])([CH3:2])[CH3:3]. (3) The product is: [CH3:1][O:2][CH2:3][O:4][C:5]1[C:13]2[CH:12]=[C:11]([C:14]3[O:20][C:18]([CH3:19])=[N:17][N:16]=3)[S:10][C:9]=2[CH:8]=[CH:7][CH:6]=1. Given the reactants [CH3:1][O:2][CH2:3][O:4][C:5]1[C:13]2[CH:12]=[C:11]([C:14]([NH:16][NH:17][C:18](=[O:20])[CH3:19])=O)[S:10][C:9]=2[CH:8]=[CH:7][CH:6]=1.C1(P(C2C=CC=CC=2)C2C=CC=CC=2)C=CC=CC=1.C(N(CC)CC)C.N(C(OCC)=O)=NC(OCC)=O, predict the reaction product. (4) Given the reactants Br[CH2:2][C:3]([C@H:5]1[CH2:10][N:9](C(OC(C)(C)C)=O)[C@H:8]([CH3:18])[CH2:7][CH2:6]1)=O.[NH2:19][C:20](=[S:26])[C:21]([O:23][CH2:24][CH3:25])=[O:22], predict the reaction product. The product is: [CH3:18][C@H:8]1[NH:9][CH2:10][C@H:5]([C:3]2[N:19]=[C:20]([C:21]([O:23][CH2:24][CH3:25])=[O:22])[S:26][CH:2]=2)[CH2:6][CH2:7]1. (5) The product is: [N:34]1([C:24]2[C:25]([CH3:27])=[CH:26][N:21]([CH2:20][CH2:19][CH2:18][CH2:17][N:14]3[CH2:15][CH2:16][N:11]([C:9]4[CH:8]=[C:7]([C:30]([F:33])([F:32])[F:31])[N:6]=[C:5]([C:1]([CH3:4])([CH3:3])[CH3:2])[N:10]=4)[CH2:12][CH2:13]3)[C:22](=[O:29])[N:23]=2)[CH2:37][CH2:36][CH2:35]1. Given the reactants [C:1]([C:5]1[N:10]=[C:9]([N:11]2[CH2:16][CH2:15][N:14]([CH2:17][CH2:18][CH2:19][CH2:20][N:21]3[CH:26]=[C:25]([CH3:27])[C:24](=S)[NH:23][C:22]3=[O:29])[CH2:13][CH2:12]2)[CH:8]=[C:7]([C:30]([F:33])([F:32])[F:31])[N:6]=1)([CH3:4])([CH3:3])[CH3:2].[NH:34]1[CH2:37][CH2:36][CH2:35]1, predict the reaction product.